From a dataset of Forward reaction prediction with 1.9M reactions from USPTO patents (1976-2016). Predict the product of the given reaction. Given the reactants [S:1]1[C:5]2[CH:6]=[CH:7][CH:8]=[CH:9][C:4]=2[N:3]=[CH:2]1.C(=O)=O.CO.C([Li])CCC.CCCCCC.[C:26]([O:30][C:31]([NH:33][C@@H:34]([CH2:37][C:38]1[CH:43]=[CH:42][CH:41]=[CH:40][CH:39]=1)[CH:35]=[O:36])=[O:32])([CH3:29])([CH3:28])[CH3:27].[Cl-].[NH4+], predict the reaction product. The product is: [S:1]1[C:5]2[CH:6]=[CH:7][CH:8]=[CH:9][C:4]=2[N:3]=[C:2]1[CH:35]([OH:36])[C@@H:34]([NH:33][C:31]([O:30][C:26]([CH3:28])([CH3:27])[CH3:29])=[O:32])[CH2:37][C:38]1[CH:43]=[CH:42][CH:41]=[CH:40][CH:39]=1.